From a dataset of Full USPTO retrosynthesis dataset with 1.9M reactions from patents (1976-2016). Predict the reactants needed to synthesize the given product. (1) Given the product [CH3:60][C:56]1([CH3:61])[CH2:55][CH:54]([CH2:53][CH2:52][CH2:51][N:44]2[C:43]([O:47][CH3:48])=[N:42][C:41]3[C:45]2=[N:46][C:38]([O:37][C@@H:33]([CH3:32])[CH2:34][CH2:35][CH3:36])=[N:39][C:40]=3[NH2:49])[CH2:59][CH2:58][O:57]1, predict the reactants needed to synthesize it. The reactants are: C(NC1N=C2C(N=C(OC)N2CC[C@@H]2CCOC2)=C(N)N=1)CCC.FC(F)(F)C(O)=O.[CH3:32][C@H:33]([O:37][C:38]1[NH:39][C:40]([NH2:49])=[C:41]2[C:45]([N:46]=1)=[N:44][C:43]([O:47][CH3:48])=[N:42]2)[CH2:34][CH2:35][CH3:36].Br[CH2:51][CH2:52][CH2:53][CH:54]1[CH2:59][CH2:58][O:57][C:56]([CH3:61])([CH3:60])[CH2:55]1. (2) Given the product [OH:11][CH2:2][C:3]1[O:4][C:5](=[O:9])[O:6][C:7]=1[CH3:8], predict the reactants needed to synthesize it. The reactants are: Cl[CH2:2][C:3]1[O:4][C:5](=[O:9])[O:6][C:7]=1[CH3:8].C(O)=[O:11].C(N(CC)CC)C.C(OCC)(=O)C. (3) Given the product [C:22]([O:21][C:19]([N:17]1[CH2:18][C@H:14]([O:13][C:11]([N:5]2[CH2:4][C:3]3[C:7](=[CH:8][CH:9]=[CH:10][C:2]=3[Cl:1])[CH2:6]2)=[O:12])[CH2:15][C@H:16]1[C:26]([OH:28])=[O:27])=[O:20])([CH3:25])([CH3:23])[CH3:24], predict the reactants needed to synthesize it. The reactants are: [Cl:1][C:2]1[CH:10]=[CH:9][CH:8]=[C:7]2[C:3]=1[CH2:4][N:5]([C:11]([O:13][C@H:14]1[CH2:18][N:17]([C:19]([O:21][C:22]([CH3:25])([CH3:24])[CH3:23])=[O:20])[C@H:16]([C:26]([O:28]C)=[O:27])[CH2:15]1)=[O:12])[CH2:6]2.O[Li].O. (4) Given the product [CH3:34][C:35]([O:38][C:39]([NH:41][C@H:42]([C:54](=[O:56])[NH:4][CH3:1])[CH2:43][C:44]([O:46][CH2:47][C:48]1[CH:53]=[CH:52][CH:51]=[CH:50][CH:49]=1)=[O:45])=[O:40])([CH3:37])[CH3:36], predict the reactants needed to synthesize it. The reactants are: [CH:1]([N:4](CC)C(C)C)(C)C.CN(C(ON1N=NC2C=CC=NC1=2)=[N+](C)C)C.F[P-](F)(F)(F)(F)F.[CH3:34][C:35]([O:38][C:39]([NH:41][C@H:42]([C:54]([OH:56])=O)[CH2:43][C:44]([O:46][CH2:47][C:48]1[CH:53]=[CH:52][CH:51]=[CH:50][CH:49]=1)=[O:45])=[O:40])([CH3:37])[CH3:36].Cl.CN. (5) Given the product [C:7]([S:8][CH2:33][CH2:34][CH2:35][CH2:36][CH2:37][CH2:38][C:39]1[CH:49]=[CH:48][CH:47]=[C:41]2[C:42]([NH:44][C:45](=[O:46])[C:40]=12)=[O:43])([C:1]1[CH:2]=[CH:3][CH:4]=[CH:5][CH:6]=1)([C:9]1[CH:10]=[CH:11][CH:12]=[CH:13][CH:14]=1)[C:15]1[CH:16]=[CH:17][CH:18]=[CH:19][CH:20]=1, predict the reactants needed to synthesize it. The reactants are: [C:1]1([C:7]([C:15]2[CH:20]=[CH:19][CH:18]=[CH:17][CH:16]=2)([C:9]2[CH:14]=[CH:13][CH:12]=[CH:11][CH:10]=2)[SH:8])[CH:6]=[CH:5][CH:4]=[CH:3][CH:2]=1.C1CCN2C(=NCCC2)CC1.Br[CH2:33][CH2:34][CH2:35][CH2:36][CH2:37][CH2:38][C:39]1[CH:49]=[CH:48][CH:47]=[C:41]2[C:42]([NH:44][C:45](=[O:46])[C:40]=12)=[O:43].